This data is from Forward reaction prediction with 1.9M reactions from USPTO patents (1976-2016). The task is: Predict the product of the given reaction. (1) Given the reactants [CH3:1][C:2]1[C:10]([C:11]2[S:12][C:13]3[CH2:19][CH2:18][CH2:17][C:16](=[O:20])[C:14]=3[N:15]=2)=[C:5]2[CH:6]=[CH:7][CH:8]=[CH:9][N:4]2[N:3]=1.[Cl:21][C:22]1[CH:27]=[CH:26][C:25]([Mg]Br)=[CH:24][CH:23]=1.CCOCC.[NH4+].[Cl-], predict the reaction product. The product is: [Cl:21][C:22]1[CH:27]=[CH:26][C:25]([C:16]2([OH:20])[C:14]3[N:15]=[C:11]([C:10]4[C:2]([CH3:1])=[N:3][N:4]5[CH:9]=[CH:8][CH:7]=[CH:6][C:5]=45)[S:12][C:13]=3[CH2:19][CH2:18][CH2:17]2)=[CH:24][CH:23]=1. (2) Given the reactants [F:1][C:2]1[C:3]([NH:20][C:21]2[CH:26]=[CH:25][C:24](I)=[CH:23][C:22]=2[F:28])=[C:4]([C:9]2[O:13][C:12]([NH:14][CH2:15][C@@H:16]([OH:19])[CH2:17][OH:18])=[N:11][N:10]=2)[CH:5]=[CH:6][C:7]=1[F:8].C(N(CC)CC)C.[CH3:36][Si:37]([C:40]#[CH:41])([CH3:39])[CH3:38], predict the reaction product. The product is: [F:1][C:2]1[C:3]([NH:20][C:21]2[CH:26]=[CH:25][C:24]([C:41]#[C:40][Si:37]([CH3:39])([CH3:38])[CH3:36])=[CH:23][C:22]=2[F:28])=[C:4]([C:9]2[O:13][C:12]([NH:14][CH2:15][C@@H:16]([OH:19])[CH2:17][OH:18])=[N:11][N:10]=2)[CH:5]=[CH:6][C:7]=1[F:8].